Dataset: Forward reaction prediction with 1.9M reactions from USPTO patents (1976-2016). Task: Predict the product of the given reaction. (1) The product is: [C:1]([O:5][C:6](=[O:7])[NH:8][CH:9]([C:28](=[O:32])[N:29]([CH3:31])[CH3:30])[CH2:10][C:11]1[CH:12]=[CH:13][C:14]([C:17]2[CH:18]=[CH:19][C:20]([CH2:23][CH2:24][C:25](=[O:27])[NH:71][O:70][C:37]3[CH:38]=[CH:39][CH:40]=[CH:41][CH:42]=3)=[CH:21][CH:22]=2)=[CH:15][CH:16]=1)([CH3:3])([CH3:4])[CH3:2]. Given the reactants [C:1]([O:5][C:6]([NH:8][CH:9]([C:28](=[O:32])[N:29]([CH3:31])[CH3:30])[CH2:10][C:11]1[CH:16]=[CH:15][C:14]([C:17]2[CH:22]=[CH:21][C:20]([CH2:23][CH2:24][C:25]([OH:27])=O)=[CH:19][CH:18]=2)=[CH:13][CH:12]=1)=[O:7])([CH3:4])([CH3:3])[CH3:2].ON1[C:38]2[CH:39]=[CH:40][CH:41]=[CH:42][C:37]=2N=N1.Cl.CN(C)CCCN=C=NCC.C(N(CC)CC)C.Cl.C([O:70][NH2:71])C1C=CC=CC=1, predict the reaction product. (2) Given the reactants [C:1]([NH:4][C:5]1[S:6][C:7]([C:11]2[N:12]=[C:13]([C:16](Cl)=[O:17])[S:14][CH:15]=2)=[C:8]([CH3:10])[N:9]=1)(=[O:3])[CH3:2].[F:19][CH:20]1[CH2:25][CH2:24][NH:23][CH2:22][CH2:21]1.C(N(CC)CC)C, predict the reaction product. The product is: [F:19][CH:20]1[CH2:25][CH2:24][N:23]([C:16]([C:13]2[S:14][CH:15]=[C:11]([C:7]3[S:6][C:5]([NH:4][C:1](=[O:3])[CH3:2])=[N:9][C:8]=3[CH3:10])[N:12]=2)=[O:17])[CH2:22][CH2:21]1.